Task: Predict the reaction yield, written as a fraction of the theoretical maximum amount of product (1.0 means a 100% yield; for example, 0.34 means a 34% yield).. Dataset: Reaction yield outcomes from USPTO patents with 853,638 reactions (1) The reactants are B(Br)(Br)Br.[CH2:5]([C:7]1([CH2:62][CH3:63])[C:19]2[CH:18]=[C:17]([C:20]3[CH:25]=[CH:24][C:23]([C:26]4[CH:31]=[CH:30][C:29]([O:32]CCCCCCCC)=[CH:28][CH:27]=4)=[CH:22][CH:21]=3)[CH:16]=[CH:15][C:14]=2[C:13]2[C:8]1=[CH:9][C:10]([C:41]1[CH:46]=[CH:45][C:44]([C:47]3[CH:52]=[CH:51][C:50]([O:53]CCCCCCCC)=[CH:49][CH:48]=3)=[CH:43][CH:42]=1)=[CH:11][CH:12]=2)[CH3:6]. The catalyst is C(Cl)Cl. The product is [CH2:62]([C:7]1([CH2:5][CH3:6])[C:8]2[CH:9]=[C:10]([C:41]3[CH:42]=[CH:43][C:44]([C:47]4[CH:52]=[CH:51][C:50]([OH:53])=[CH:49][CH:48]=4)=[CH:45][CH:46]=3)[CH:11]=[CH:12][C:13]=2[C:14]2[C:19]1=[CH:18][C:17]([C:20]1[CH:25]=[CH:24][C:23]([C:26]3[CH:31]=[CH:30][C:29]([OH:32])=[CH:28][CH:27]=3)=[CH:22][CH:21]=1)=[CH:16][CH:15]=2)[CH3:63]. The yield is 0.400. (2) The reactants are Br[C:2]1[CH:3]=[CH:4][C:5]2[O:32][CH2:31][C:8]3([C:16]4[C:11](=[CH:12][CH:13]=[CH:14][CH:15]=4)[N:10]([CH:17]([C:24]4[CH:29]=[CH:28][CH:27]=[CH:26][CH:25]=4)[C:18]4[CH:23]=[CH:22][CH:21]=[CH:20][CH:19]=4)[C:9]3=O)[C:6]=2[CH:7]=1.[B:42]1([B:42]2[O:46][C:45]([CH3:48])([CH3:47])[C:44]([CH3:50])([CH3:49])[O:43]2)[O:46][C:45]([CH3:48])([CH3:47])[C:44]([CH3:50])([CH3:49])[O:43]1.C([O-])(=O)C.[K+]. The catalyst is CS(C)=O.O. The product is [C:24]1([CH:17]([C:18]2[CH:23]=[CH:22][CH:21]=[CH:20][CH:19]=2)[N:10]2[C:11]3[C:16](=[CH:15][CH:14]=[CH:13][CH:12]=3)[C:8]3([C:6]4[CH:7]=[C:2]([B:42]5[O:43][C:44]([CH3:49])([CH3:50])[C:45]([CH3:47])([CH3:48])[O:46]5)[CH:3]=[CH:4][C:5]=4[O:32][CH2:31]3)[CH2:9]2)[CH:25]=[CH:26][CH:27]=[CH:28][CH:29]=1. The yield is 0.300. (3) The reactants are [S:1]1[C:9]2[CH:8]=[CH:7][N:6]=[CH:5][C:4]=2[N:3]=[C:2]1[SH:10].CN(C=O)C.[H-].[Na+].Cl[CH2:19][C:20]([N:22]1[C:31]2[C:26](=[CH:27][CH:28]=[CH:29][CH:30]=2)[CH2:25][CH2:24][CH2:23]1)=[O:21]. The catalyst is C1COCC1.CCOC(C)=O.O.C(Cl)Cl.CCOC(C)=O. The product is [N:22]1([C:20](=[O:21])[CH2:19][S:10][C:2]2[S:1][C:9]3[CH:8]=[CH:7][N:6]=[CH:5][C:4]=3[N:3]=2)[C:31]2[C:26](=[CH:27][CH:28]=[CH:29][CH:30]=2)[CH2:25][CH2:24][CH2:23]1. The yield is 0.490. (4) The reactants are [F:1][C:2]1[C:29]([NH:30][S:31]([CH2:34][CH2:35][CH3:36])(=[O:33])=[O:32])=[CH:28][CH:27]=[C:26]([F:37])[C:3]=1[C:4]([NH:6]C1C=C2C(I)=NN(CC3C=CC(OC)=CC=3)C2=NC=1)=[O:5].C(N(CC)CC#C)C.C(N(CC)CC)C.C1COCC1. The catalyst is [Cl-].[Na+].O.[Cu]I.C1C=CC([P]([Pd]([P](C2C=CC=CC=2)(C2C=CC=CC=2)C2C=CC=CC=2)([P](C2C=CC=CC=2)(C2C=CC=CC=2)C2C=CC=CC=2)[P](C2C=CC=CC=2)(C2C=CC=CC=2)C2C=CC=CC=2)(C2C=CC=CC=2)C2C=CC=CC=2)=CC=1. The product is [F:1][C:2]1[C:29]([NH:30][S:31]([CH2:34][CH2:35][CH3:36])(=[O:32])=[O:33])=[CH:28][CH:27]=[C:26]([F:37])[C:3]=1[C:4]([NH2:6])=[O:5]. The yield is 0.880.